Dataset: Forward reaction prediction with 1.9M reactions from USPTO patents (1976-2016). Task: Predict the product of the given reaction. (1) The product is: [NH2:11][CH2:12][CH2:13][C:14]1[CH:19]=[CH:18][C:17]([CH2:20][C@H:21]([O:27][CH2:28][CH3:29])[C:22]([O:24][CH2:25][CH3:26])=[O:23])=[CH:16][CH:15]=1. Given the reactants C(OC([NH:11][CH2:12][CH2:13][C:14]1[CH:19]=[CH:18][C:17]([CH2:20][C@H:21]([O:27][CH2:28][CH3:29])[C:22]([O:24][CH2:25][CH3:26])=[O:23])=[CH:16][CH:15]=1)=O)C1C=CC=CC=1, predict the reaction product. (2) Given the reactants [NH2:1][C:2]1[C:7]([O:8][CH2:9][CH:10]2[CH2:15][CH2:14][N:13](C(OC(C)(C)C)=O)[CH2:12][CH2:11]2)=[CH:6][C:5]([C:23]2[N:24]=[N:25][N:26]([CH3:28])[CH:27]=2)=[CH:4][N:3]=1.Cl, predict the reaction product. The product is: [CH3:28][N:26]1[CH:27]=[C:23]([C:5]2[CH:6]=[C:7]([O:8][CH2:9][CH:10]3[CH2:15][CH2:14][NH:13][CH2:12][CH2:11]3)[C:2]([NH2:1])=[N:3][CH:4]=2)[N:24]=[N:25]1.